Predict which catalyst facilitates the given reaction. From a dataset of Catalyst prediction with 721,799 reactions and 888 catalyst types from USPTO. (1) Reactant: [CH3:1][C:2]1([CH3:18])[CH2:11][CH2:10][C:9]([CH3:13])([CH3:12])[C:8]2[CH:7]=[C:6]([S:14](Cl)(=[O:16])=[O:15])[CH:5]=[CH:4][C:3]1=2.[NH2:19][C:20]1[CH:24]=[CH:23][S:22][C:21]=1[C:25]([O:27][CH3:28])=[O:26].N1C=CC=CC=1. Product: [CH3:1][C:2]1([CH3:18])[CH2:11][CH2:10][C:9]([CH3:13])([CH3:12])[C:8]2[CH:7]=[C:6]([S:14]([NH:19][C:20]3[CH:24]=[CH:23][S:22][C:21]=3[C:25]([O:27][CH3:28])=[O:26])(=[O:16])=[O:15])[CH:5]=[CH:4][C:3]1=2. The catalyst class is: 119. (2) Product: [CH3:16][O:17][C:18]1[CH:23]=[CH:22][CH:21]=[CH:20][C:19]=1[C:2]1[C-:3]([N:7]([CH3:9])[CH3:8])[CH:4]=[CH:5][CH:6]=1.[CH-:10]1[CH:14]=[CH:13][CH:12]=[CH:11]1.[Fe+2:15]. The catalyst class is: 276. Reactant: I[C:2]1[C-:3]([N:7]([CH3:9])[CH3:8])[CH:4]=[CH:5][CH:6]=1.[CH-:10]1[CH:14]=[CH:13][CH:12]=[CH:11]1.[Fe+2:15].[CH3:16][O:17][C:18]1[CH:23]=[CH:22][CH:21]=[CH:20][C:19]=1B(O)O.[OH-].[Na+]. (3) Reactant: [Cl:1][C:2]1[CH:3]=[CH:4][C:5]([CH:25]=[O:26])=[C:6]2[C:10]=1[N:9]=[C:8]1[N:11]([C:16]3[CH:21]=[CH:20][C:19]([O:22][CH3:23])=[CH:18][C:17]=3[Cl:24])[CH2:12][CH2:13][CH2:14][CH2:15][N:7]21.[CH2:27]([Mg]Br)[CH3:28].C(OCC)C. The catalyst class is: 7. Product: [Cl:1][C:2]1[C:10]2[N:9]=[C:8]3[N:11]([C:16]4[CH:21]=[CH:20][C:19]([O:22][CH3:23])=[CH:18][C:17]=4[Cl:24])[CH2:12][CH2:13][CH2:14][CH2:15][N:7]3[C:6]=2[C:5]([CH:25]([OH:26])[CH2:27][CH3:28])=[CH:4][CH:3]=1. (4) Reactant: [CH3:1][S:2][C:3]1[N:10]2[C:6]([S:7][C:8]([C:11]3[C@H:12]([CH3:35])[C@@H:13]4[C@@H:30]([C@H:31]([OH:33])[CH3:32])[C:29](=[O:34])[N:14]4[C:15]=3[C:16]([O:18][CH2:19][C:20]3[CH:25]=[CH:24][C:23]([N+:26]([O-:28])=[O:27])=[CH:22][CH:21]=3)=[O:17])=[CH:9]2)=[C:5]([S:36][CH3:37])[N:4]=1.[F:38][C:39]([F:46])([F:45])[S:40]([O:43]C)(=[O:42])=[O:41]. Product: [F:38][C:39]([F:46])([F:45])[S:40]([O-:43])(=[O:42])=[O:41].[CH3:1][S:2][C:3]1[N:4]([CH3:39])[C:5]([S:36][CH3:37])=[C:6]2[N+:10]=1[CH:9]=[C:8]([C:11]1[C@H:12]([CH3:35])[C@@H:13]3[C@@H:30]([C@H:31]([OH:33])[CH3:32])[C:29](=[O:34])[N:14]3[C:15]=1[C:16]([O:18][CH2:19][C:20]1[CH:21]=[CH:22][C:23]([N+:26]([O-:28])=[O:27])=[CH:24][CH:25]=1)=[O:17])[S:7]2. The catalyst class is: 4. (5) Reactant: [CH3:1][NH:2][C:3]1[CH:8]=[CH:7][N:6]=[C:5]2[CH:9]=[C:10]([C:12]3[N:13]=[CH:14][N:15]([CH3:17])[CH:16]=3)[S:11][C:4]=12.[F:18][C:19]1[CH:20]=[C:21]([N+:26]([O-:28])=[O:27])[CH:22]=[CH:23][C:24]=1F.C(=O)([O-])[O-].[Cs+].[Cs+].O. Product: [F:18][C:19]1[CH:20]=[C:21]([N+:26]([O-:28])=[O:27])[CH:22]=[CH:23][C:24]=1[N:2]([CH3:1])[C:3]1[CH:8]=[CH:7][N:6]=[C:5]2[CH:9]=[C:10]([C:12]3[N:13]=[CH:14][N:15]([CH3:17])[CH:16]=3)[S:11][C:4]=12. The catalyst class is: 3.